From a dataset of Forward reaction prediction with 1.9M reactions from USPTO patents (1976-2016). Predict the product of the given reaction. (1) Given the reactants [C:1]([CH2:3][C:4]1[CH:5]=[C:6]([C:12]#[N:13])[CH:7]=[C:8]([CH:11]=1)[C:9]#[N:10])#[N:2].Cl[C:15]1[C:20]([CH:21]([CH3:23])[CH3:22])=[C:19]([O:24][CH3:25])[N:18]=[C:17]([O:26][CH3:27])[N:16]=1.[H-].[Na+], predict the reaction product. The product is: [C:1]([CH:3]([C:15]1[C:20]([CH:21]([CH3:23])[CH3:22])=[C:19]([O:24][CH3:25])[N:18]=[C:17]([O:26][CH3:27])[N:16]=1)[C:4]1[CH:11]=[C:8]([C:9]#[N:10])[CH:7]=[C:6]([CH:5]=1)[C:12]#[N:13])#[N:2]. (2) Given the reactants [Cl:1][C:2]1[CH:7]=[CH:6][C:5]([C:8](=O)[CH2:9][N:10]2[C:15](=[O:16])[CH:14]=[CH:13][CH:12]=[C:11]2[C:17]([OH:19])=O)=[CH:4][CH:3]=1.[CH2:21]([NH2:24])[CH2:22][NH2:23], predict the reaction product. The product is: [Cl:1][C:2]1[CH:3]=[CH:4][C:5]([C:8]23[NH:24][CH2:21][CH2:22][N:23]2[C:17](=[O:19])[C:11]2[N:10]([C:15](=[O:16])[CH:14]=[CH:13][CH:12]=2)[CH2:9]3)=[CH:6][CH:7]=1. (3) The product is: [CH2:1]([N:8]1[C:13](=[O:14])[C:12]([C:28]2[CH:29]=[CH:30][C:25]([C:23]#[N:24])=[CH:26][CH:27]=2)=[C:11]([C:16]2[CH:21]=[CH:20][C:19]([Cl:22])=[CH:18][CH:17]=2)[CH:10]=[N:9]1)[C:2]1[CH:7]=[CH:6][CH:5]=[CH:4][CH:3]=1. Given the reactants [CH2:1]([N:8]1[C:13](=[O:14])[C:12](Cl)=[C:11]([C:16]2[CH:21]=[CH:20][C:19]([Cl:22])=[CH:18][CH:17]=2)[CH:10]=[N:9]1)[C:2]1[CH:7]=[CH:6][CH:5]=[CH:4][CH:3]=1.[C:23]([C:25]1[CH:30]=[CH:29][C:28](B(O)O)=[CH:27][CH:26]=1)#[N:24].P([O-])([O-])([O-])=O.[K+].[K+].[K+], predict the reaction product. (4) The product is: [CH3:7][O:6][C:3]1([O:4][CH3:5])[CH:19]([NH:18][C:16]([O:15][CH2:8][C:9]2[CH:10]=[CH:11][CH:12]=[CH:13][CH:14]=2)=[O:17])[CH2:23][O:22][CH2:21]1. Given the reactants CO[CH:3]([O:6][CH3:7])[O:4][CH3:5].[CH2:8]([O:15][C:16]([NH:18][CH:19]1[CH2:23][O:22][CH2:21]C1=O)=[O:17])[C:9]1[CH:14]=[CH:13][CH:12]=[CH:11][CH:10]=1.CC1C=CC(S(O)(=O)=O)=CC=1, predict the reaction product. (5) Given the reactants C([N:8]1[CH2:13][CH2:12][N:11]([C:14]2[CH:19]=[C:18]([NH:20][C:21]([C:23]3[C:35]4[CH2:34][C:33]5[C:28](=[CH:29][CH:30]=[CH:31][CH:32]=5)[C:27]=4[CH:26]=[CH:25][CH:24]=3)=[O:22])[CH:17]=[CH:16][N:15]=2)[CH2:10][CH2:9]1)C1C=CC=CC=1.[ClH:36], predict the reaction product. The product is: [ClH:36].[ClH:36].[N:11]1([C:14]2[CH:19]=[C:18]([NH:20][C:21]([C:23]3[C:35]4[CH2:34][C:33]5[C:28](=[CH:29][CH:30]=[CH:31][CH:32]=5)[C:27]=4[CH:26]=[CH:25][CH:24]=3)=[O:22])[CH:17]=[CH:16][N:15]=2)[CH2:12][CH2:13][NH:8][CH2:9][CH2:10]1.